This data is from Forward reaction prediction with 1.9M reactions from USPTO patents (1976-2016). The task is: Predict the product of the given reaction. (1) Given the reactants [C:1]([OH:4])(=[O:3])[CH3:2].Br[C:6]1[CH:7]=[C:8]([C:12]2([CH:22]3[CH2:24][CH2:23]3)[C:20]3[C:15](=[CH:16][CH:17]=[CH:18][CH:19]=3)[C:14]([NH2:21])=[N:13]2)[CH:9]=[CH:10][CH:11]=1.[N:25]1[CH:30]=[C:29](B(O)O)[CH:28]=[N:27][CH:26]=1, predict the reaction product. The product is: [C:1]([OH:4])(=[O:3])[CH3:2].[CH:22]1([C:12]2([C:8]3[CH:9]=[CH:10][CH:11]=[C:6]([C:29]4[CH:30]=[N:25][CH:26]=[N:27][CH:28]=4)[CH:7]=3)[C:20]3[C:15](=[CH:16][CH:17]=[CH:18][CH:19]=3)[C:14]([NH2:21])=[N:13]2)[CH2:24][CH2:23]1. (2) Given the reactants B([O-])[O-].Br[C:5]1[CH:10]=[CH:9][C:8]([C@@H:11]2[C@@H:13]([C:14]3[CH:19]=[CH:18][CH:17]=[CH:16][CH:15]=3)[C@H:12]2[C:20]([O:22][CH3:23])=[O:21])=[CH:7][CH:6]=1.Cl[C:25]1[N:30]=[CH:29][C:28]([CH3:31])=[CH:27][N:26]=1, predict the reaction product. The product is: [CH3:23][O:22][C:20]([C@@H:12]1[C@H:13]([C:14]2[CH:19]=[CH:18][CH:17]=[CH:16][CH:15]=2)[C@H:11]1[C:8]1[CH:9]=[CH:10][C:5]([C:25]2[N:30]=[CH:29][C:28]([CH3:31])=[CH:27][N:26]=2)=[CH:6][CH:7]=1)=[O:21].